From a dataset of Catalyst prediction with 721,799 reactions and 888 catalyst types from USPTO. Predict which catalyst facilitates the given reaction. The catalyst class is: 4. Product: [Cl:1][C:2]1[C:10]2[N:9]=[C:8]([O:11][C:12]3[C:17]([CH3:18])=[CH:16][C:15]([Cl:19])=[CH:14][C:13]=3[Cl:20])[N:7]([CH3:21])[C:6]=2[C:5]([CH:22]([CH2:25][CH3:26])[CH:23]=[O:24])=[CH:4][CH:3]=1. Reactant: [Cl:1][C:2]1[C:10]2[N:9]=[C:8]([O:11][C:12]3[C:17]([CH3:18])=[CH:16][C:15]([Cl:19])=[CH:14][C:13]=3[Cl:20])[N:7]([CH3:21])[C:6]=2[C:5]([CH:22]([CH2:25][CH3:26])[CH2:23][OH:24])=[CH:4][CH:3]=1.CC(OI1(OC(C)=O)(OC(C)=O)OC(=O)C2C=CC=CC1=2)=O.C(=O)([O-])O.[Na+].